Dataset: Catalyst prediction with 721,799 reactions and 888 catalyst types from USPTO. Task: Predict which catalyst facilitates the given reaction. (1) Reactant: [NH:1]1[CH:8]=[CH:7][C:5](=[O:6])[NH:4][C:2]1=[S:3].C([O-])([O-])=O.[K+].[K+].Br[CH2:16][CH2:17][CH3:18]. Product: [CH2:16]([S:3][C:2]1[N:4]=[C:5]([OH:6])[CH:7]=[CH:8][N:1]=1)[CH2:17][CH3:18]. The catalyst class is: 3. (2) Reactant: Cl.[Cl:2][C:3]1[CH:8]=[CH:7][C:6]([O:9][CH2:10][CH:11]2[CH2:16][CH2:15][NH:14][CH2:13][CH2:12]2)=[CH:5][N:4]=1.[CH3:17][C:18]1([CH3:21])[CH2:20][O:19]1.C([O-])([O-])=O.[K+].[K+].[NH4+].[Cl-]. The catalyst class is: 14. Product: [Cl:2][C:3]1[N:4]=[CH:5][C:6]([O:9][CH2:10][CH:11]2[CH2:16][CH2:15][N:14]([CH2:17][C:18]([CH3:21])([OH:19])[CH3:20])[CH2:13][CH2:12]2)=[CH:7][CH:8]=1. (3) Reactant: [CH3:1][C:2]1([CH3:9])[NH:7][CH2:6][CH2:5][NH:4][C:3]1=[O:8].[Cl:10][CH2:11][C:12](Cl)=[O:13]. Product: [Cl:10][CH2:11][C:12]([N:7]1[CH2:6][CH2:5][NH:4][C:3](=[O:8])[C:2]1([CH3:9])[CH3:1])=[O:13]. The catalyst class is: 2. (4) Reactant: [Si:1](Cl)([C:4]([CH3:7])([CH3:6])[CH3:5])([CH3:3])[CH3:2].[N:9]1([C:13]([C:15]2[CH:16]=[C:17]([Cl:36])[C:18]([O:21][C:22]3[CH:23]=[C:24]([CH:28]=[C:29]([O:31][C@@H:32]([CH3:35])[CH2:33][OH:34])[CH:30]=3)[C:25]([OH:27])=[O:26])=[N:19][CH:20]=2)=[O:14])[CH2:12][CH2:11][CH2:10]1.N12CCCN=C1CCCCC2. Product: [N:9]1([C:13]([C:15]2[CH:16]=[C:17]([Cl:36])[C:18]([O:21][C:22]3[CH:23]=[C:24]([CH:28]=[C:29]([O:31][C@@H:32]([CH3:35])[CH2:33][O:34][Si:1]([C:4]([CH3:7])([CH3:6])[CH3:5])([CH3:3])[CH3:2])[CH:30]=3)[C:25]([OH:27])=[O:26])=[N:19][CH:20]=2)=[O:14])[CH2:12][CH2:11][CH2:10]1. The catalyst class is: 10. (5) Reactant: [S:1]1[C:5]2[CH2:6][N:7]([C:10]([O:12][C:13]([CH3:16])([CH3:15])[CH3:14])=[O:11])[CH2:8][CH2:9][C:4]=2[CH:3]=[CH:2]1.[Br:17]Br.C(N(CC)CC)C.C(OC(OC(C)(C)C)=O)(OC(C)(C)C)=O. Product: [Br:17][C:2]1[S:1][C:5]2[CH2:6][N:7]([C:10]([O:12][C:13]([CH3:16])([CH3:15])[CH3:14])=[O:11])[CH2:8][CH2:9][C:4]=2[CH:3]=1. The catalyst class is: 452. (6) Reactant: F.[Si]([O:9][CH2:10][C:11]1[CH:23]=[CH:22][C:14]([O:15][C@H:16]2[CH2:20][CH2:19][O:18][C:17]2=[O:21])=[CH:13][CH:12]=1)(C(C)(C)C)(C)C. Product: [OH:9][CH2:10][C:11]1[CH:23]=[CH:22][C:14]([O:15][C@H:16]2[CH2:20][CH2:19][O:18][C:17]2=[O:21])=[CH:13][CH:12]=1. The catalyst class is: 23.